From a dataset of Forward reaction prediction with 1.9M reactions from USPTO patents (1976-2016). Predict the product of the given reaction. (1) Given the reactants [Cl:1][C:2]1[C:3]([CH:41]2[CH2:43][CH2:42]2)=[N:4][N:5]([CH3:40])[C:6]=1[N:7]1[CH2:39][CH2:38][C:10]2[N:11]=[C:12]([C:17]3[C:25]([CH3:26])=[CH:24][CH:23]=[C:22]4[C:18]=3[C:19]([CH3:37])=[N:20][N:21]4S(C3C=CC(C)=CC=3)(=O)=O)[N:13]=[C:14](OC)[C:9]=2[CH2:8]1.[ClH:44].[OH-:45].[Na+].[CH3:47][N+](C)=C[Cl:50].[Cl-:52], predict the reaction product. The product is: [Cl:50][C:14]1[C:9]2[CH2:8][N:7]([C:6]3[N:5]([CH3:40])[N:4]=[C:3]([CH:41]4[CH2:43][CH2:42]4)[C:2]=3[Cl:1])[CH2:39][CH2:38][C:10]=2[N:11]=[C:12]([C:17]2[C:25]([CH3:26])=[CH:24][CH:23]=[C:22]3[C:18]=2[C:19]([CH3:37])=[N:20][NH:21]3)[N:13]=1.[Cl:44][C:14]1[C:9]2[CH2:8][N:7]([C:6]3[N:5]([CH3:40])[N:4]=[C:3]([CH:41]4[CH2:42][CH2:43]4)[C:2]=3[Cl:52])[CH2:39][CH2:38][C:10]=2[N:11]=[C:12]([C:17]2[C:25]([CH3:26])=[CH:24][CH:23]=[C:22]3[C:18]=2[C:19]([CH3:37])=[N:20][N:21]3[CH:47]=[O:45])[N:13]=1. (2) Given the reactants [C:1]([O:5][C:6]([NH:8][C:9]1[S:10][C:11]([C:14]([O:16]CC)=[O:15])=[CH:12][N:13]=1)=[O:7])([CH3:4])([CH3:3])[CH3:2].[OH-].[Na+], predict the reaction product. The product is: [C:1]([O:5][C:6]([NH:8][C:9]1[S:10][C:11]([C:14]([OH:16])=[O:15])=[CH:12][N:13]=1)=[O:7])([CH3:4])([CH3:2])[CH3:3].